From a dataset of Peptide-MHC class I binding affinity with 185,985 pairs from IEDB/IMGT. Regression. Given a peptide amino acid sequence and an MHC pseudo amino acid sequence, predict their binding affinity value. This is MHC class I binding data. (1) The peptide sequence is RQGLERALL. The MHC is HLA-A03:01 with pseudo-sequence HLA-A03:01. The binding affinity (normalized) is 0. (2) The peptide sequence is YLIIGILTL. The MHC is HLA-A02:01 with pseudo-sequence HLA-A02:01. The binding affinity (normalized) is 0.703. (3) The peptide sequence is EIRHRSGIQ. The MHC is HLA-B18:01 with pseudo-sequence HLA-B18:01. The binding affinity (normalized) is 0.0847. (4) The peptide sequence is LLLLSVGVGI. The MHC is HLA-A02:01 with pseudo-sequence YFAMYGEKVAHTHVDTLYVRYHYYTWAVLAYTWY. The binding affinity (normalized) is 0.386. (5) The peptide sequence is RVLHEDRFF. The MHC is HLA-A02:19 with pseudo-sequence HLA-A02:19. The binding affinity (normalized) is 0.0847.